From a dataset of Forward reaction prediction with 1.9M reactions from USPTO patents (1976-2016). Predict the product of the given reaction. (1) Given the reactants Br[C:2]1[CH:3]=[CH:4][C:5]2[C:6]3[S:14][C:13]([C:15](=[O:17])[CH3:16])=[CH:12][C:7]=3[CH2:8][O:9][C:10]=2[CH:11]=1.C([Sn](CCCC)(CCCC)[C:23]([O:25]CC)=[CH2:24])CCC.[F-].[K+], predict the reaction product. The product is: [S:14]1[C:6]2[C:5]3[CH:4]=[CH:3][C:2]([C:23](=[O:25])[CH3:24])=[CH:11][C:10]=3[O:9][CH2:8][C:7]=2[CH:12]=[C:13]1[C:15](=[O:17])[CH3:16]. (2) Given the reactants C(O)(C(F)(F)F)=O.[CH2:8]([O:47][CH:48]1[C@H:52]2[C@H:53](OC3CCCCO3)[N:54](C(OC(C)(C)C)=O)[C:55]3[CH:62]=[C:61]([O:63][CH3:64])[CH:60]=[CH:59][C:56]=3[C:57](=[O:58])[N:51]2[CH2:50][CH2:49]1)[CH2:9][CH2:10][CH2:11][CH2:12][CH2:13][CH2:14][O:15][CH:16]1[C@H:20]2[C@H:21](OC3CCCCO3)[N:22](C(OC(C)(C)C)=O)[C:23]3[CH:30]=[C:29]([O:31][CH3:32])[CH:28]=[CH:27][C:24]=3[C:25](=[O:26])[N:19]2[CH2:18][CH2:17]1.C([O-])(O)=O.[Na+], predict the reaction product. The product is: [CH2:8]([O:47][CH:48]1[C@@H:52]2[CH:53]=[N:54][C:55]3[CH:62]=[C:61]([O:63][CH3:64])[CH:60]=[CH:59][C:56]=3[C:57](=[O:58])[N:51]2[CH2:50][CH2:49]1)[CH2:9][CH2:10][CH2:11][CH2:12][CH2:13][CH2:14][O:15][CH:16]1[C@@H:20]2[CH:21]=[N:22][C:23]3[CH:30]=[C:29]([O:31][CH3:32])[CH:28]=[CH:27][C:24]=3[C:25](=[O:26])[N:19]2[CH2:18][CH2:17]1. (3) The product is: [Br:20][C:18]1[CH:17]=[C:16]([Cl:21])[C:15]2[O:22][C:6](=[O:7])[NH:8][C:9]=2[CH:10]=1. Given the reactants C1N=CN([C:6]([N:8]2C=N[CH:10]=[CH:9]2)=[O:7])C=1.NC1C=[C:18]([Br:20])[CH:17]=[C:16]([Cl:21])[C:15]=1[OH:22], predict the reaction product. (4) Given the reactants [Cl:1][CH2:2][C:3](=[O:12])[CH2:4][C:5]([O:7][CH2:8][CH:9]([CH3:11])[CH3:10])=[O:6].C(OCC)(OCC)O[CH2:15][CH3:16].O=P12OP3(OP(OP(O3)(O1)=O)(=O)O2)=O, predict the reaction product. The product is: [Cl:1][CH2:2]/[C:3](/[O:12][CH2:15][CH3:16])=[CH:4]\[C:5]([O:7][CH2:8][CH:9]([CH3:10])[CH3:11])=[O:6]. (5) Given the reactants [C:1]1([C:14]2[CH:19]=[CH:18][CH:17]=[CH:16][CH:15]=2)[CH:6]=[CH:5][C:4]([NH:7][C:8]2[CH:13]=[CH:12][CH:11]=[CH:10][CH:9]=2)=[CH:3][CH:2]=1.[Br:20]N1C(=O)CCC1=O, predict the reaction product. The product is: [C:1]1([C:14]2[CH:15]=[CH:16][CH:17]=[CH:18][CH:19]=2)[CH:2]=[CH:3][C:4]([NH:7][C:8]2[CH:13]=[CH:12][C:11]([Br:20])=[CH:10][CH:9]=2)=[CH:5][CH:6]=1. (6) Given the reactants CC(OI1(OC(C)=O)(OC(C)=O)OC(=O)C2C=CC=CC1=2)=O.[Br:23][C:24]1[CH:25]=[C:26]([CH:34]=[C:35]([CH:37]([OH:42])[C:38]([F:41])([F:40])[F:39])[CH:36]=1)[C:27]([O:29][C:30]([CH3:33])([CH3:32])[CH3:31])=[O:28].[O-]S([O-])(=S)=O.[Na+].[Na+].C([O-])(O)=O.[Na+], predict the reaction product. The product is: [Br:23][C:24]1[CH:25]=[C:26]([CH:34]=[C:35]([C:37](=[O:42])[C:38]([F:40])([F:41])[F:39])[CH:36]=1)[C:27]([O:29][C:30]([CH3:33])([CH3:31])[CH3:32])=[O:28]. (7) Given the reactants Cl[C:2]1[N:7]=[C:6]([N:8]2[CH2:13][CH2:12][CH2:11][C@@H:10]([NH:14][C:15](=[O:21])[O:16][C:17]([CH3:20])([CH3:19])[CH3:18])[C@H:9]2[CH3:22])[CH:5]=[N:4][C:3]=1[C:23]#[N:24].Cl.[CH:26]1([N:31]2[CH2:36][CH2:35][CH:34]([C:37]3[CH:43]=[CH:42][C:40]([NH2:41])=[CH:39][CH:38]=3)[CH2:33][CH2:32]2)[CH2:30][CH2:29][CH2:28][CH2:27]1.C([O-])([O-])=O.[Cs+].[Cs+].C1C=CC(P(C2C(C3C(P(C4C=CC=CC=4)C4C=CC=CC=4)=CC=C4C=3C=CC=C4)=C3C(C=CC=C3)=CC=2)C2C=CC=CC=2)=CC=1, predict the reaction product. The product is: [C:23]([C:3]1[N:4]=[CH:5][C:6]([N:8]2[CH2:13][CH2:12][CH2:11][C@@H:10]([NH:14][C:15](=[O:21])[O:16][C:17]([CH3:20])([CH3:19])[CH3:18])[C@H:9]2[CH3:22])=[N:7][C:2]=1[NH:41][C:40]1[CH:42]=[CH:43][C:37]([CH:34]2[CH2:35][CH2:36][N:31]([CH:26]3[CH2:30][CH2:29][CH2:28][CH2:27]3)[CH2:32][CH2:33]2)=[CH:38][CH:39]=1)#[N:24]. (8) Given the reactants Cl[C:2]1[CH:3]=[C:4]([CH:9]=[CH:10][CH:11]=1)[C:5]([O:7]O)=O.[C:12](=[O:15])([O-])O.[Na+], predict the reaction product. The product is: [OH:7][CH2:5][C:4]1([CH3:3])[CH2:9][CH:10]2[CH:11]([CH3:2])[CH:5]=[C:4]([CH3:9])[C:3]([CH3:2])=[C:12]2[O:15]1. (9) The product is: [Cl:9][C:5]1[N:4]=[C:3]([C:10]#[N:11])[C:2]2[N:1]=[CH:12][NH:8][C:7]=2[CH:6]=1. Given the reactants [NH2:1][C:2]1[C:3]([C:10]#[N:11])=[N:4][C:5]([Cl:9])=[CH:6][C:7]=1[NH2:8].[CH2:12](OC(OCC)OCC)C.CC(O)=O, predict the reaction product.